From a dataset of Reaction yield outcomes from USPTO patents with 853,638 reactions. Predict the reaction yield, written as a fraction of the theoretical maximum amount of product (1.0 means a 100% yield; for example, 0.34 means a 34% yield). (1) The product is [CH2:1]([S:3]([N:6]1[CH2:11][CH2:10][CH:9]([C:12]2[C:20]3[C:15](=[C:16]([C:28]([NH2:30])=[O:29])[CH:17]=[C:18]([C:21]4[CH:25]=[C:24]([CH2:26][N:35]5[CH2:36][CH2:37][CH2:38][CH:34]5[CH2:31][CH2:32][CH3:33])[S:23][CH:22]=4)[CH:19]=3)[NH:14][CH:13]=2)[CH2:8][CH2:7]1)(=[O:4])=[O:5])[CH3:2]. The yield is 0.387. The reactants are [CH2:1]([S:3]([N:6]1[CH2:11][CH2:10][CH:9]([C:12]2[C:20]3[C:15](=[C:16]([C:28]([NH2:30])=[O:29])[CH:17]=[C:18]([C:21]4[CH:25]=[C:24]([CH:26]=O)[S:23][CH:22]=4)[CH:19]=3)[NH:14][CH:13]=2)[CH2:8][CH2:7]1)(=[O:5])=[O:4])[CH3:2].[CH2:31]([CH:34]1[CH2:38][CH2:37][CH2:36][NH:35]1)[CH2:32][CH3:33].C(O[BH-](OC(=O)C)OC(=O)C)(=O)C.[Na+]. The catalyst is CS(C)=O. (2) The reactants are [Cl:1][C:2]1[C:11]2[CH:10]=[CH:9][CH:8]=[C:7]([NH2:12])[C:6]=2[CH:5]=[CH:4][N:3]=1.[Br:13][C:14]1[CH:19]=[CH:18][C:17]([CH2:20][N:21]=[C:22]=[O:23])=[CH:16][CH:15]=1. The catalyst is C1(C)C=CC=CC=1. The product is [Br:13][C:14]1[CH:15]=[CH:16][C:17]([CH2:20][NH:21][C:22]([NH:12][C:7]2[CH:8]=[CH:9][CH:10]=[C:11]3[C:6]=2[CH:5]=[CH:4][N:3]=[C:2]3[Cl:1])=[O:23])=[CH:18][CH:19]=1. The yield is 0.630. (3) The reactants are Br[C:2]1[C:3]([NH:9][CH2:10][C:11]([O:13][CH2:14][CH3:15])=[O:12])=[N:4][CH:5]=[C:6]([Br:8])[N:7]=1.[O:16]1[CH2:21][CH2:20][CH:19]([CH2:22][CH2:23][NH2:24])[CH2:18][CH2:17]1. The catalyst is CS(C)=O. The product is [Br:8][C:6]1[N:7]=[C:2]([NH:24][CH2:23][CH2:22][CH:19]2[CH2:20][CH2:21][O:16][CH2:17][CH2:18]2)[C:3]([NH:9][CH2:10][C:11]([O:13][CH2:14][CH3:15])=[O:12])=[N:4][CH:5]=1. The yield is 0.440. (4) The reactants are Cl[C:2]1[N:3]([C:13]2[CH:18]=[CH:17][CH:16]=[C:15]([CH:19]=[O:20])[CH:14]=2)[C:4]2[C:9]([C:10]=1[CH:11]=[O:12])=[CH:8][CH:7]=[CH:6][CH:5]=2.[NH:21]1[CH2:26][CH2:25][NH:24][CH2:23][CH2:22]1. No catalyst specified. The product is [CH:19]([C:15]1[CH:14]=[C:13]([N:3]2[C:4]3[C:9](=[CH:8][CH:7]=[CH:6][CH:5]=3)[C:10]([CH:11]=[O:12])=[C:2]2[CH:22]2[CH2:23][NH:24][CH2:25][CH2:26][NH:21]2)[CH:18]=[CH:17][CH:16]=1)=[O:20]. The yield is 0.590.